Dataset: Catalyst prediction with 721,799 reactions and 888 catalyst types from USPTO. Task: Predict which catalyst facilitates the given reaction. (1) Reactant: [F:1][C:2]1[CH:3]=[C:4]2[C:12](=[C:13]([S:15]([CH3:18])(=[O:17])=[O:16])[CH:14]=1)[NH:11][C:10]1[C@@H:9]([CH2:19][C:20]([O:22][CH3:23])=[O:21])[CH2:8][CH2:7][CH2:6][C:5]2=1.C1(P(C2C=CC=CC=2)C2C=CC=CC=2)C=CC=CC=1.[F:43][C:44]([F:55])([F:54])[C:45]1[CH:50]=[CH:49][C:48]([C@H:51](O)[CH3:52])=[CH:47][CH:46]=1.N(C(OC(C)(C)C)=O)=NC(OC(C)(C)C)=O. Product: [F:1][C:2]1[CH:3]=[C:4]2[C:12](=[C:13]([S:15]([CH3:18])(=[O:17])=[O:16])[CH:14]=1)[N:11]([C@H:51]([C:48]1[CH:47]=[CH:46][C:45]([C:44]([F:43])([F:54])[F:55])=[CH:50][CH:49]=1)[CH3:52])[C:10]1[C@@H:9]([CH2:19][C:20]([O:22][CH3:23])=[O:21])[CH2:8][CH2:7][CH2:6][C:5]2=1. The catalyst class is: 1. (2) Reactant: [CH:1]1[CH:6]=[C:5]([C:7]([C:17]2[CH:22]=[C:21]([I:23])[C:20]([O-:24])=[C:19]([I:25])[CH:18]=2)=[C:8]2[CH:14]=[C:13]([I:15])[C:11](=[O:12])[C:10]([I:16])=[CH:9]2)[C:4]([C:26]([O-:28])=[O:27])=[CH:3][CH:2]=1.[Na+:29].[Na+].[CH2:31]([O:33][C:34]([N:36]1[CH2:41][CH2:40][N:39]([C:42](=[O:55])[C@H:43]([CH2:45][C:46]2[CH:51]=[CH:50][CH:49]=[C:48]([N+:52]([O-])=O)[CH:47]=2)[NH2:44])[CH2:38][CH2:37]1)=[O:35])[CH3:32].[H][H]. Product: [CH:1]1[CH:6]=[C:5]([C:7]([C:8]2[CH:9]=[C:10]([I:16])[C:11]([O-:12])=[C:13]([I:15])[CH:14]=2)=[C:17]2[CH:18]=[C:19]([I:25])[C:20](=[O:24])[C:21]([I:23])=[CH:22]2)[C:4]([C:26]([O-:28])=[O:27])=[CH:3][CH:2]=1.[Na+:29].[Na+:29].[CH2:31]([O:33][C:34]([N:36]1[CH2:37][CH2:38][N:39]([C:42](=[O:55])[C@H:43]([CH2:45][C:46]2[CH:51]=[CH:50][CH:49]=[C:48]([NH2:52])[CH:47]=2)[NH2:44])[CH2:40][CH2:41]1)=[O:35])[CH3:32]. The catalyst class is: 29. (3) Reactant: [Cl:1][CH2:2][CH2:3][CH2:4][S:5]([O:8][CH2:9][C:10]([CH3:23])([CH3:22])[CH:11]([O:14][CH2:15][C:16]1[CH:21]=[CH:20][CH:19]=[CH:18][CH:17]=1)[CH:12]=C)(=[O:7])=[O:6].O=O.[O:26]=[O+][O-].CSC. Product: [Cl:1][CH2:2][CH2:3][CH2:4][S:5]([O:8][CH2:9][C:10]([CH3:22])([CH3:23])[CH:11]([O:14][CH2:15][C:16]1[CH:17]=[CH:18][CH:19]=[CH:20][CH:21]=1)[CH:12]=[O:26])(=[O:6])=[O:7]. The catalyst class is: 4. (4) Reactant: Cl[C:2]1[CH:7]=[C:6]([CH2:8][N:9]2[C:13]([CH3:15])([CH3:14])[C:12](=[O:16])[N:11]([C:17]3[CH:25]=[C:24]4[C:20]([C:21]([CH3:43])([CH3:42])[CH2:22][N:23]4[C:26](=[O:41])[CH2:27][N:28]([CH:36]4[CH2:40][CH2:39][CH2:38][CH2:37]4)C(=O)OC(C)(C)C)=[CH:19][CH:18]=3)[C:10]2=[O:44])[CH:5]=[CH:4][N:3]=1.[CH3:45][N:46]([CH3:50])[C:47]([NH2:49])=[O:48].CC1(C)C2C=CC(P(C3C=CC=CC=3)C3C=CC=CC=3)=CC=2OC2C1=CC=C(P(C1C=CC=CC=1)C1C=CC=CC=1)C=2.C(=O)([O-])[O-].[Cs+].[Cs+]. Product: [CH:36]1([NH:28][CH2:27][C:26]([N:23]2[C:24]3[C:20](=[CH:19][CH:18]=[C:17]([N:11]4[C:12](=[O:16])[C:13]([CH3:15])([CH3:14])[N:9]([CH2:8][C:6]5[CH:5]=[CH:4][N:3]=[C:2]([NH:49][C:47](=[O:48])[N:46]([CH3:50])[CH3:45])[CH:7]=5)[C:10]4=[O:44])[CH:25]=3)[C:21]([CH3:42])([CH3:43])[CH2:22]2)=[O:41])[CH2:37][CH2:38][CH2:39][CH2:40]1. The catalyst class is: 160. (5) Reactant: [NH2:1][CH2:2][CH2:3][NH:4][C:5](=[O:28])[C:6]1[CH:11]=[CH:10][CH:9]=[C:8]([NH:12][C:13]2[N:18]=[C:17]([NH:19][C:20]3[CH:25]=[C:24]([OH:26])[CH:23]=[CH:22][C:21]=3[CH3:27])[CH:16]=[CH:15][N:14]=2)[CH:7]=1.[OH:29][C:30]1[CH:31]=[C:32]2[C:41](=[CH:42][CH:43]=1)[C:40]([C:44]1[CH:49]=[CH:48][C:47]([C:50](O)=[O:51])=[CH:46][C:45]=1[C:53]([OH:55])=[O:54])=[C:39]1[C:34](=[CH:35][C:36](=[O:56])[CH:37]=[CH:38]1)[O:33]2.C(N(CC)CC)C.C(Cl)CCl.C1C=CC2N(O)N=NC=2C=1.Cl. Product: [OH:26][C:24]1[CH:23]=[CH:22][C:21]([CH3:27])=[C:20]([NH:19][C:17]2[CH:16]=[CH:15][N:14]=[C:13]([NH:12][C:8]3[CH:7]=[C:6]([C:5]([NH:4][CH2:3][CH2:2][NH:1][C:50]([C:47]4[CH:48]=[CH:49][C:44]([C:40]5[C:41]6[C:32]([O:33][C:34]7[C:39]=5[CH:38]=[CH:37][C:36](=[O:56])[CH:35]=7)=[CH:31][C:30]([OH:29])=[CH:43][CH:42]=6)=[C:45]([CH:46]=4)[C:53]([OH:55])=[O:54])=[O:51])=[O:28])[CH:11]=[CH:10][CH:9]=3)[N:18]=2)[CH:25]=1. The catalyst class is: 39.